From a dataset of Catalyst prediction with 721,799 reactions and 888 catalyst types from USPTO. Predict which catalyst facilitates the given reaction. Reactant: [S:1]1[CH:5]=[CH:4][C:3]([CH:6]([C:8]2[CH:12]=[CH:11][S:10][CH:9]=2)[OH:7])=[CH:2]1.C1C=C[NH+]=CC=1.[O-][Cr](Cl)(=O)=O. Product: [S:1]1[CH:5]=[CH:4][C:3]([C:6]([C:8]2[CH:12]=[CH:11][S:10][CH:9]=2)=[O:7])=[CH:2]1. The catalyst class is: 4.